From a dataset of Peptide-MHC class I binding affinity with 185,985 pairs from IEDB/IMGT. Regression. Given a peptide amino acid sequence and an MHC pseudo amino acid sequence, predict their binding affinity value. This is MHC class I binding data. (1) The peptide sequence is EEVWRDPYL. The MHC is HLA-B27:05 with pseudo-sequence HLA-B27:05. The binding affinity (normalized) is 0.0847. (2) The peptide sequence is EIKSLFNTI. The MHC is HLA-B15:09 with pseudo-sequence HLA-B15:09. The binding affinity (normalized) is 0.0847. (3) The peptide sequence is RSCPRLTIL. The MHC is HLA-E01:03 with pseudo-sequence HLA-E01:03. The binding affinity (normalized) is 0. (4) The peptide sequence is KTADVTVVF. The MHC is HLA-C15:02 with pseudo-sequence HLA-C15:02. The binding affinity (normalized) is 0.489. (5) The peptide sequence is LSDDISEDTV. The binding affinity (normalized) is 0.507. The MHC is HLA-A01:01 with pseudo-sequence HLA-A01:01. (6) The binding affinity (normalized) is 0.392. The peptide sequence is SILASSLLR. The MHC is HLA-A03:01 with pseudo-sequence HLA-A03:01. (7) The peptide sequence is HPVTATISF. The MHC is HLA-B15:42 with pseudo-sequence HLA-B15:42. The binding affinity (normalized) is 0.213.